Dataset: NCI-60 drug combinations with 297,098 pairs across 59 cell lines. Task: Regression. Given two drug SMILES strings and cell line genomic features, predict the synergy score measuring deviation from expected non-interaction effect. Drug 1: C1=C(C(=O)NC(=O)N1)N(CCCl)CCCl. Drug 2: C(CCl)NC(=O)N(CCCl)N=O. Cell line: SK-MEL-28. Synergy scores: CSS=6.68, Synergy_ZIP=-4.35, Synergy_Bliss=-0.630, Synergy_Loewe=-7.09, Synergy_HSA=-1.98.